Dataset: Reaction yield outcomes from USPTO patents with 853,638 reactions. Task: Predict the reaction yield, written as a fraction of the theoretical maximum amount of product (1.0 means a 100% yield; for example, 0.34 means a 34% yield). (1) The reactants are [H-].[Na+].[C:3]([CH2:5]P(=O)(OCC)OCC)#[N:4].[CH2:14]([N:18]([CH2:40][CH2:41][CH2:42][CH3:43])[C:19]1[CH:24]=[CH:23][C:22]([CH:25]=[CH:26][C:27]2[CH2:32][C:31]([CH3:34])([CH3:33])[CH2:30][C:29](=O)[C:28]=2[O:36][CH3:37])=[C:21]([O:38][CH3:39])[CH:20]=1)[CH2:15][CH2:16][CH3:17].O. The catalyst is O1CCCC1.C(OCC)(=O)C. The product is [CH2:14]([N:18]([CH2:40][CH2:41][CH2:42][CH3:43])[C:19]1[CH:24]=[CH:23][C:22]([CH:25]=[CH:26][C:27]2[CH2:32][C:31]([CH3:34])([CH3:33])[CH2:30][C:29](=[CH:5][C:3]#[N:4])[C:28]=2[O:36][CH3:37])=[C:21]([O:38][CH3:39])[CH:20]=1)[CH2:15][CH2:16][CH3:17]. The yield is 0.529. (2) The reactants are [OH:1][C:2]1([C:12]#[C:13][C:14]2[CH:22]=[CH:21][CH:20]=[CH:19][C:15]=2[C:16](O)=[O:17])[C:7]([CH3:9])([CH3:8])[CH:6]2[CH2:10][C:3]1([CH3:11])[CH2:4][CH2:5]2.ON1C2C=CC=CC=2N=N1.Cl.C(N=C=NCCCN(C)C)C.[NH2:45][C@H:46]([C:48]([O:50][CH3:51])=[O:49])[CH3:47].C(N(CC)CC)C. The catalyst is ClCCl.O. The product is [OH:1][C:2]1([C:12]#[C:13][C:14]2[CH:22]=[CH:21][CH:20]=[CH:19][C:15]=2[C:16]([NH:45][C@H:46]([C:48]([O:50][CH3:51])=[O:49])[CH3:47])=[O:17])[C:3]([CH3:11])([CH3:10])[CH:4]2[CH2:8][C:7]1([CH3:9])[CH2:6][CH2:5]2. The yield is 0.710. (3) The reactants are [CH3:1][O:2][C:3]1[CH:4]=[C:5]2[C:9](=[CH:10][CH:11]=1)[NH:8][C:7]([C:12]([OH:14])=[O:13])=[CH:6]2.C(N(CC)CC)C.[CH3:22][O:23][C:24]1[CH:32]=[CH:31][C:27]([C:28](Cl)=[O:29])=[CH:26][CH:25]=1. The catalyst is C(Cl)Cl.CN(C1C=CN=CC=1)C. The product is [CH3:1][O:2][C:3]1[CH:4]=[C:5]2[C:9](=[CH:10][CH:11]=1)[N:8]([C:28](=[O:29])[C:27]1[CH:31]=[CH:32][C:24]([O:23][CH3:22])=[CH:25][CH:26]=1)[C:7]([C:12]([OH:14])=[O:13])=[CH:6]2. The yield is 0.650. (4) The reactants are [Cl:1][C:2]1[C:7]([CH3:8])=[CH:6][C:5]([NH:9][CH:10]2[CH2:15][CH2:14][N:13]([C@H:16]3[CH2:21][CH2:20][C@@H:19]([O:22][CH2:23][CH2:24][CH3:25])[CH2:18][CH2:17]3)[CH2:12][CH2:11]2)=[C:4]([N+:26]([O-])=O)[CH:3]=1.O.NN. The catalyst is C(O)C.[Ni]. The product is [Cl:1][C:2]1[CH:3]=[C:4]([NH2:26])[C:5]([NH:9][CH:10]2[CH2:15][CH2:14][N:13]([C@H:16]3[CH2:21][CH2:20][C@@H:19]([O:22][CH2:23][CH2:24][CH3:25])[CH2:18][CH2:17]3)[CH2:12][CH2:11]2)=[CH:6][C:7]=1[CH3:8]. The yield is 1.00. (5) The product is [CH2:28]([N:29]([CH2:25][C:16]1[S:15][C:14]([NH:13][C:9]2[CH:10]=[CH:11][CH:12]=[C:7]([CH3:6])[CH:8]=2)=[N:18][C:17]=1[C:19]1[CH:24]=[CH:23][N:22]=[CH:21][CH:20]=1)[CH2:30][CH3:31])[CH3:27]. The yield is 0.460. The reactants are CS(Cl)(=O)=O.[CH3:6][C:7]1[CH:8]=[C:9]([NH:13][C:14]2[S:15][C:16]([CH2:25]O)=[C:17]([C:19]3[CH:24]=[CH:23][N:22]=[CH:21][CH:20]=3)[N:18]=2)[CH:10]=[CH:11][CH:12]=1.[CH3:27][CH2:28][N:29](C(C)C)[CH:30](C)[CH3:31].N(CC)CC. The catalyst is C(Cl)Cl.